Dataset: Peptide-MHC class I binding affinity with 185,985 pairs from IEDB/IMGT. Task: Regression. Given a peptide amino acid sequence and an MHC pseudo amino acid sequence, predict their binding affinity value. This is MHC class I binding data. The peptide sequence is ALYSYASAK. The MHC is HLA-B18:01 with pseudo-sequence HLA-B18:01. The binding affinity (normalized) is 0.0847.